From a dataset of Reaction yield outcomes from USPTO patents with 853,638 reactions. Predict the reaction yield, written as a fraction of the theoretical maximum amount of product (1.0 means a 100% yield; for example, 0.34 means a 34% yield). (1) The reactants are [NH2:1][C:2]1[C:3]([N:9]2[CH2:14][CH2:13][N:12](C(OC(C)(C)C)=O)[CH2:11][CH2:10]2)=[N:4][CH:5]=[N:6][C:7]=1[SH:8].[F:22][C:23]1[CH:31]=[CH:30][C:26]([C:27](O)=O)=[CH:25][CH:24]=1. No catalyst specified. The product is [F:22][C:23]1[CH:31]=[CH:30][C:26]([C:27]2[S:8][C:7]3[N:6]=[CH:5][N:4]=[C:3]([N:9]4[CH2:10][CH2:11][NH:12][CH2:13][CH2:14]4)[C:2]=3[N:1]=2)=[CH:25][CH:24]=1. The yield is 0.740. (2) The reactants are [S:1]1[CH:5]=[CH:4][N:3]2[CH:6]=[C:7]([C:9]3[CH:19]=[CH:18][CH:17]=[CH:16][C:10]=3[C:11]([O:13]CC)=[O:12])[N:8]=[C:2]12. The catalyst is Cl. The product is [S:1]1[CH:5]=[CH:4][N:3]2[CH:6]=[C:7]([C:9]3[CH:19]=[CH:18][CH:17]=[CH:16][C:10]=3[C:11]([OH:13])=[O:12])[N:8]=[C:2]12. The yield is 0.490. (3) The catalyst is C(Cl)Cl.C(OCC)C. The yield is 0.450. The product is [Br:26][C:9]1[C:10]([C:21]([O:23][CH2:24][CH3:25])=[O:22])=[N:11][N:12]([C:13]2[CH:18]=[CH:17][C:16]([Cl:19])=[CH:15][C:14]=2[Cl:20])[C:8]=1[C:5]1[CH:4]=[CH:3][C:2]([Cl:1])=[CH:7][CH:6]=1. The reactants are [Cl:1][C:2]1[CH:7]=[CH:6][C:5]([C:8]2[N:12]([C:13]3[CH:18]=[CH:17][C:16]([Cl:19])=[CH:15][C:14]=3[Cl:20])[N:11]=[C:10]([C:21]([O:23][CH2:24][CH3:25])=[O:22])[CH:9]=2)=[CH:4][CH:3]=1.[Br:26]Br. (4) The reactants are [NH:1]([C:3]1[N:8]=[CH:7][C:6]([C:9]2[CH:10]=[CH:11][C:12](=[O:16])[N:13]([CH3:15])[CH:14]=2)=[CH:5][CH:4]=1)[NH2:2].N(C1C=CC=CC=1)=[C:18]=[S:19]. The catalyst is CN1C(=O)CCC1.ClC1C=CC=C(Cl)C=1. The product is [SH:19][C:18]1[N:8]2[CH:7]=[C:6]([C:9]3[CH:10]=[CH:11][C:12](=[O:16])[N:13]([CH3:15])[CH:14]=3)[CH:5]=[CH:4][C:3]2=[N:1][N:2]=1. The yield is 0.430. (5) The reactants are [CH3:1][N:2]1[CH:6]=[C:5](B2OC(C)(C)C(C)(C)O2)[CH:4]=[C:3]1[C:16]([NH2:18])=[O:17].Cl[C:20]1[C:21]([CH2:41][OH:42])=[C:22]([N:26]2[CH:35]=[CH:34][C:33]3[C:28](=[C:29]([F:39])[CH:30]=[C:31]([CH:36]4[CH2:38][CH2:37]4)[CH:32]=3)[C:27]2=[O:40])[CH:23]=[CH:24][CH:25]=1.CC(C1C=C(C(C)C)C(C2C=CC=CC=2P(C2CCCCC2)C2CCCCC2)=C(C(C)C)C=1)C.[O-]P([O-])([O-])=O.[K+].[K+].[K+]. The catalyst is C1C=CC(/C=C/C(/C=C/C2C=CC=CC=2)=O)=CC=1.C1C=CC(/C=C/C(/C=C/C2C=CC=CC=2)=O)=CC=1.C1C=CC(/C=C/C(/C=C/C2C=CC=CC=2)=O)=CC=1.[Pd].[Pd].O.O1CCOCC1. The product is [CH:36]1([C:31]2[CH:32]=[C:33]3[C:28](=[C:29]([F:39])[CH:30]=2)[C:27](=[O:40])[N:26]([C:22]2[C:21]([CH2:41][OH:42])=[C:20]([C:5]4[CH:4]=[C:3]([C:16]([NH2:18])=[O:17])[N:2]([CH3:1])[CH:6]=4)[CH:25]=[CH:24][CH:23]=2)[CH:35]=[CH:34]3)[CH2:38][CH2:37]1. The yield is 0.150. (6) The reactants are [OH:1][C:2]1[CH:10]=[CH:9][CH:8]=[C:7]2[C:3]=1[CH2:4][N:5]([C:11]([O:13][C:14]([CH3:17])([CH3:16])[CH3:15])=[O:12])[CH2:6]2.[C:18]([O-])([O-])=O.[K+].[K+].CI. The catalyst is CN(C=O)C. The product is [CH3:18][O:1][C:2]1[CH:10]=[CH:9][CH:8]=[C:7]2[C:3]=1[CH2:4][N:5]([C:11]([O:13][C:14]([CH3:17])([CH3:16])[CH3:15])=[O:12])[CH2:6]2. The yield is 0.880. (7) The reactants are [NH2:1][CH2:2][C@@H:3]([OH:19])[CH2:4][N:5]([CH3:18])[S:6]([C:9]1[CH:14]=[CH:13][CH:12]=[CH:11][C:10]=1[N+:15]([O-:17])=[O:16])(=[O:8])=[O:7].[S:20]1[C:24]2[CH:25]=[CH:26][CH:27]=[CH:28][C:23]=2[CH:22]=[C:21]1[C:29]([NH:31][C@H:32]([C:37](O)=[O:38])[CH2:33][CH:34]([CH3:36])[CH3:35])=[O:30].CN1CCOCC1.CCN=C=NCCCN(C)C.Cl. The catalyst is C(Cl)Cl.C1C=C2C(N(O)N=NC2=CC=1)=O. The product is [OH:19][C@@H:3]([CH2:4][N:5]([CH3:18])[S:6]([C:9]1[CH:14]=[CH:13][CH:12]=[CH:11][C:10]=1[N+:15]([O-:17])=[O:16])(=[O:8])=[O:7])[CH2:2][NH:1][C:37]([C@@H:32]([NH:31][C:29]([C:21]1[S:20][C:24]2[CH:25]=[CH:26][CH:27]=[CH:28][C:23]=2[CH:22]=1)=[O:30])[CH2:33][CH:34]([CH3:36])[CH3:35])=[O:38]. The yield is 0.690. (8) The yield is 0.950. The catalyst is CO. The product is [CH2:12]([O:9][C:3]1[C:4](=[O:5])[CH:6]=[CH:7][O:8][C:2]=1[CH3:1])[C:13]1[CH:18]=[CH:17][CH:16]=[CH:15][CH:14]=1. The reactants are [CH3:1][C:2]1[O:8][CH:7]=[CH:6][C:4](=[O:5])[C:3]=1[OH:9].[OH-].[Na+].[CH2:12](Cl)[C:13]1[CH:18]=[CH:17][CH:16]=[CH:15][CH:14]=1. (9) The reactants are [CH3:1][C:2]1[C:6]([CH2:7][N:8]2[CH:12]=[C:11]([N:13]3[C:17](=[O:18])[CH2:16][NH:15][C:14]3=[O:19])[CH:10]=[N:9]2)=[C:5]([CH3:20])[O:4][N:3]=1.[CH3:21][O:22][C:23]1[CH:24]=[C:25]([CH:29]=[CH:30][CH:31]=1)[CH2:26][CH2:27]Br. No catalyst specified. The product is [CH3:1][C:2]1[C:6]([CH2:7][N:8]2[CH:12]=[C:11]([N:13]3[C:17](=[O:18])[CH2:16][N:15]([CH2:27][CH2:26][C:25]4[CH:29]=[CH:30][CH:31]=[C:23]([O:22][CH3:21])[CH:24]=4)[C:14]3=[O:19])[CH:10]=[N:9]2)=[C:5]([CH3:20])[O:4][N:3]=1. The yield is 0.340. (10) The reactants are [CH3:1][S:2]([NH:5][NH2:6])(=[O:4])=[O:3].CCN(C(C)C)C(C)C.C[O:17][C:18](=O)[C:19]1[CH:24]=[C:23]([C:25]2[CH:26]=[N:27][N:28]([CH3:30])[CH:29]=2)[C:22]([C:31]([F:34])([F:33])[F:32])=[CH:21][C:20]=1[NH:35][C:36](OC1C=CC(Cl)=CC=1)=[O:37]. The catalyst is O1CCOCC1. The product is [CH3:30][N:28]1[CH:29]=[C:25]([C:23]2[CH:24]=[C:19]3[C:20](=[CH:21][C:22]=2[C:31]([F:32])([F:33])[F:34])[NH:35][C:36](=[O:37])[N:6]([NH:5][S:2]([CH3:1])(=[O:4])=[O:3])[C:18]3=[O:17])[CH:26]=[N:27]1. The yield is 0.420.